Dataset: Catalyst prediction with 721,799 reactions and 888 catalyst types from USPTO. Task: Predict which catalyst facilitates the given reaction. (1) Reactant: [C:1]([C:4]1[C:9]2[S:10][C:11]([C:14]([NH:16][C:17]3[CH:26]=[CH:25][C:24]4[C:19](=[CH:20][CH:21]=[CH:22][C:23]=4[CH2:27][OH:28])[N:18]=3)=[O:15])=[C:12]([CH3:13])[C:8]=2[C:7]([CH2:29][O:30][CH3:31])=[CH:6][CH:5]=1)(=[O:3])[CH3:2].[BrH:32].O. Product: [BrH:32].[C:1]([C:4]1[C:9]2[S:10][C:11]([C:14]([NH:16][C:17]3[CH:26]=[CH:25][C:24]4[C:19](=[CH:20][CH:21]=[CH:22][C:23]=4[CH2:27][OH:28])[N:18]=3)=[O:15])=[C:12]([CH3:13])[C:8]=2[C:7]([CH2:29][O:30][CH3:31])=[CH:6][CH:5]=1)(=[O:3])[CH3:2]. The catalyst class is: 10. (2) Reactant: [OH:1][C:2]1[C:7]([C:8]([NH:10][CH:11]([C:24]2[CH:29]=[CH:28][CH:27]=[CH:26][CH:25]=2)[C:12]2[CH:17]=[CH:16][C:15]([P:18]([CH3:23])(=[O:22])[O:19]CC)=[CH:14][CH:13]=2)=[O:9])=[CH:6][N:5]=[C:4]([C:30]2[CH:35]=[CH:34][CH:33]=[CH:32][N:31]=2)[N:3]=1.[OH-].[Na+]. Product: [OH:1][C:2]1[C:7]([C:8]([NH:10][CH:11]([C:24]2[CH:29]=[CH:28][CH:27]=[CH:26][CH:25]=2)[C:12]2[CH:13]=[CH:14][C:15]([P:18]([CH3:23])(=[O:19])[OH:22])=[CH:16][CH:17]=2)=[O:9])=[CH:6][N:5]=[C:4]([C:30]2[CH:35]=[CH:34][CH:33]=[CH:32][N:31]=2)[N:3]=1. The catalyst class is: 12. (3) The catalyst class is: 13. Product: [Br-:30].[CH2:19]([NH:18][CH:11]([C:12]1[CH:17]=[CH:16][CH:15]=[CH:14][CH:13]=1)[C:10]([O:9][C@@H:3]1[CH:4]2[CH2:5][CH2:6][N+:1]([CH2:31][C:32]([C:34]3[O:38][N:37]=[C:36]([C:39]([O:41][CH2:42][CH3:43])=[O:40])[CH:35]=3)=[O:33])([CH2:8][CH2:7]2)[CH2:2]1)=[O:26])[C:20]1[CH:25]=[CH:24][CH:23]=[CH:22][CH:21]=1. Reactant: [N:1]12[CH2:8][CH2:7][CH:4]([CH2:5][CH2:6]1)[C@@H:3]([O:9][C:10](=[O:26])[CH:11]([NH:18][CH2:19][C:20]1[CH:25]=[CH:24][CH:23]=[CH:22][CH:21]=1)[C:12]1[CH:17]=[CH:16][CH:15]=[CH:14][CH:13]=1)[CH2:2]2.C(#N)C.[Br:30][CH2:31][C:32]([C:34]1[O:38][N:37]=[C:36]([C:39]([O:41][CH2:42][CH3:43])=[O:40])[CH:35]=1)=[O:33]. (4) Reactant: [CH:1]([CH:3]1[CH2:8][CH2:7][N:6]([C:9]([O:11][C:12]([CH3:15])([CH3:14])[CH3:13])=[O:10])[CH2:5][CH2:4]1)=O.CC(O)=O.[Br:20][C:21]1[CH:26]=[CH:25][C:24]([C@@H:27]2[CH2:29][C@H:28]2[NH2:30])=[CH:23][CH:22]=1.C(O[BH-](OC(=O)C)OC(=O)C)(=O)C.[Na+]. Product: [Br:20][C:21]1[CH:22]=[CH:23][C:24]([C@@H:27]2[CH2:29][C@H:28]2[NH:30][CH2:1][CH:3]2[CH2:8][CH2:7][N:6]([C:9]([O:11][C:12]([CH3:15])([CH3:14])[CH3:13])=[O:10])[CH2:5][CH2:4]2)=[CH:25][CH:26]=1. The catalyst class is: 26. (5) Reactant: [Br:1][C:2]1[CH:7]=[CH:6][C:5]([CH2:8][C:9]#[N:10])=[CH:4][C:3]=1[O:11][C:12]([F:15])([F:14])[F:13]. Product: [Br:1][C:2]1[CH:7]=[CH:6][C:5]([CH2:8][CH2:9][NH2:10])=[CH:4][C:3]=1[O:11][C:12]([F:13])([F:15])[F:14]. The catalyst class is: 1.